From a dataset of Forward reaction prediction with 1.9M reactions from USPTO patents (1976-2016). Predict the product of the given reaction. (1) The product is: [ClH:42].[CH:1]([O:4][C:5]([C:7]1[N:8]=[C:9]([C:38]([F:40])([F:39])[F:41])[N:10]2[CH2:15][CH2:14][N:13]([C:16](=[O:37])[CH2:17][C@H:18]([NH2:29])[CH2:19][C:20]3[CH:25]=[C:24]([F:26])[C:23]([F:27])=[CH:22][C:21]=3[F:28])[CH2:12][C:11]=12)=[O:6])([CH3:3])[CH3:2]. Given the reactants [CH:1]([O:4][C:5]([C:7]1[N:8]=[C:9]([C:38]([F:41])([F:40])[F:39])[N:10]2[CH2:15][CH2:14][N:13]([C:16](=[O:37])[CH2:17][C@H:18]([NH:29]C(OC(C)(C)C)=O)[CH2:19][C:20]3[CH:25]=[C:24]([F:26])[C:23]([F:27])=[CH:22][C:21]=3[F:28])[CH2:12][C:11]=12)=[O:6])([CH3:3])[CH3:2].[ClH:42], predict the reaction product. (2) Given the reactants Cl[C:2]1[N:3]([CH2:25][CH:26]2[CH2:28][CH2:27]2)[C:4]2[C:9]([N:10]=1)=[C:8]([N:11]1[CH2:16][CH2:15][O:14][CH2:13][CH2:12]1)[N:7]=[C:6]([C:17]1[C:18]([CH3:24])=[N:19][C:20]([NH2:23])=[N:21][CH:22]=1)[N:5]=2.[CH3:29][NH:30][CH:31]1[CH2:35][CH2:34][NH:33][CH2:32]1.C(N(CC)CC)C.[S:43](Cl)([CH3:46])(=[O:45])=[O:44], predict the reaction product. The product is: [NH2:23][C:20]1[N:19]=[C:18]([CH3:24])[C:17]([C:6]2[N:5]=[C:4]3[C:9]([N:10]=[C:2]([N:33]4[CH2:34][CH2:35][CH:31]([N:30]([CH3:29])[S:43]([CH3:46])(=[O:45])=[O:44])[CH2:32]4)[N:3]3[CH2:25][CH:26]3[CH2:28][CH2:27]3)=[C:8]([N:11]3[CH2:16][CH2:15][O:14][CH2:13][CH2:12]3)[N:7]=2)=[CH:22][N:21]=1. (3) Given the reactants C([O:3][C:4]([C:6]1[N:7]=[CH:8][N:9]([C:11]2[CH:12]=[CH:13][CH:14]=[C:15]3[C:20]=2[N:19]=[CH:18][CH:17]=[CH:16]3)[CH:10]=1)=O)C.[H-], predict the reaction product. The product is: [N:19]1[C:20]2[C:15](=[CH:14][CH:13]=[CH:12][C:11]=2[N:9]2[CH:10]=[C:6]([CH2:4][OH:3])[N:7]=[CH:8]2)[CH:16]=[CH:17][CH:18]=1. (4) Given the reactants [CH:1]([C:3]1[C:11]2[O:10][C:9]([CH3:13])([CH3:12])[CH2:8][C:7]=2[C:6]([CH3:14])=[C:5]([NH:15][C:16](=[O:22])[CH2:17][C:18]([CH3:21])([CH3:20])[CH3:19])[C:4]=1[CH3:23])=[O:2].[C:24]1([Mg]Br)[CH:29]=[CH:28][CH:27]=[CH:26][CH:25]=1, predict the reaction product. The product is: [OH:2][CH:1]([C:24]1[CH:29]=[CH:28][CH:27]=[CH:26][CH:25]=1)[C:3]1[C:11]2[O:10][C:9]([CH3:12])([CH3:13])[CH2:8][C:7]=2[C:6]([CH3:14])=[C:5]([NH:15][C:16](=[O:22])[CH2:17][C:18]([CH3:21])([CH3:20])[CH3:19])[C:4]=1[CH3:23]. (5) The product is: [CH3:12][O:7][C:6](=[O:8])[C:5]1[CH:9]=[CH:10][CH:11]=[C:3]([C:1]#[N:2])[CH:4]=1. Given the reactants [C:1]([C:3]1[CH:4]=[C:5]([CH:9]=[CH:10][CH:11]=1)[C:6]([OH:8])=[O:7])#[N:2].[CH3:12][Si](C=[N+]=[N-])(C)C.C(O)(=O)C, predict the reaction product. (6) Given the reactants [CH2:1]([C:3]([CH2:5][CH3:6])=[O:4])[CH3:2].[N:7](OCCC(C)C)=[O:8].Cl.[CH3:16][C:17]1[CH:24]=[CH:23][C:20]([CH:21]=O)=[CH:19][CH:18]=1, predict the reaction product. The product is: [CH2:1]([C:3]1[O:4][C:21]([C:20]2[CH:23]=[CH:24][C:17]([CH3:16])=[CH:18][CH:19]=2)=[N+:7]([O-:8])[C:5]=1[CH3:6])[CH3:2]. (7) Given the reactants [CH2:1]([O:8][CH2:9][CH:10]1[CH2:15][N:14]([S:16]([C:19]2[CH:28]=[CH:27][C:26]3[C:21](=[CH:22][CH:23]=[CH:24][CH:25]=3)[CH:20]=2)(=[O:18])=[O:17])[CH2:13][CH:12]([CH2:29]O)[CH2:11]1)[C:2]1[CH:7]=[CH:6][CH:5]=[CH:4][CH:3]=1.[C:31]([OH:34])(=[S:33])[CH3:32], predict the reaction product. The product is: [CH2:1]([O:8][CH2:9][CH:10]1[CH2:15][N:14]([S:16]([C:19]2[CH:28]=[CH:27][C:26]3[C:21](=[CH:22][CH:23]=[CH:24][CH:25]=3)[CH:20]=2)(=[O:17])=[O:18])[CH2:13][CH:12]([CH2:29][S:33][C:31](=[O:34])[CH3:32])[CH2:11]1)[C:2]1[CH:3]=[CH:4][CH:5]=[CH:6][CH:7]=1. (8) The product is: [CH2:8]([N:4]1[C:12](=[O:13])[C:11]2[C:15](=[CH:16][CH:17]=[CH:18][C:10]=2[CH3:9])[C:2]2[CH:8]=[CH:7][CH:6]=[CH:5][C:3]1=2)[CH2:2][CH2:3][CH3:5]. Given the reactants Br[C:2]1[CH:8]=[CH:7][CH:6]=[CH:5][C:3]=1[NH2:4].[CH3:9][C:10]1[CH:18]=[CH:17][CH:16]=[CH:15][C:11]=1[C:12](Cl)=[O:13], predict the reaction product.